Dataset: Peptide-MHC class II binding affinity with 134,281 pairs from IEDB. Task: Regression. Given a peptide amino acid sequence and an MHC pseudo amino acid sequence, predict their binding affinity value. This is MHC class II binding data. (1) The peptide sequence is YDKFLWNVSTVLTGK. The MHC is DRB1_0701 with pseudo-sequence DRB1_0701. The binding affinity (normalized) is 0.627. (2) The peptide sequence is LLTWIKMLAAKNLPI. The MHC is DRB5_0101 with pseudo-sequence DRB5_0101. The binding affinity (normalized) is 0.765. (3) The peptide sequence is KNKVVKVLRPAPGGK. The MHC is DRB1_1101 with pseudo-sequence DRB1_1101. The binding affinity (normalized) is 0.692. (4) The peptide sequence is GELQIVDKWDAAFKI. The MHC is DRB1_0404 with pseudo-sequence DRB1_0404. The binding affinity (normalized) is 0.333. (5) The peptide sequence is PKYVRQNTLKLA. The MHC is DRB1_0101 with pseudo-sequence DRB1_0101. The binding affinity (normalized) is 0. (6) The peptide sequence is ETAYFILKLAGRWPVKVI. The MHC is HLA-DQA10101-DQB10501 with pseudo-sequence HLA-DQA10101-DQB10501. The binding affinity (normalized) is 0.576.